Dataset: Peptide-MHC class I binding affinity with 185,985 pairs from IEDB/IMGT. Task: Regression. Given a peptide amino acid sequence and an MHC pseudo amino acid sequence, predict their binding affinity value. This is MHC class I binding data. The peptide sequence is SPTEMVDVSM. The MHC is HLA-B54:01 with pseudo-sequence HLA-B54:01. The binding affinity (normalized) is 0.0145.